Dataset: Catalyst prediction with 721,799 reactions and 888 catalyst types from USPTO. Task: Predict which catalyst facilitates the given reaction. (1) Reactant: [CH3:1][O:2][C:3]1[CH:4]=[C:5]2[C:10](=[CH:11][CH:12]=1)[C:9](=[O:13])[CH2:8][CH2:7][CH2:6]2.O.[C:15]([OH:19])(=[O:18])[CH:16]=[O:17]. Product: [OH:17][CH:16]([CH:8]1[CH2:7][CH2:6][C:5]2[C:10](=[CH:11][CH:12]=[C:3]([O:2][CH3:1])[CH:4]=2)[C:9]1=[O:13])[C:15]([OH:19])=[O:18]. The catalyst class is: 25. (2) Reactant: C[O:2][C:3](=[O:29])[C:4]([S:20]([C:23]1[CH:28]=[CH:27][CH:26]=[CH:25][CH:24]=1)(=[O:22])=[O:21])([CH:6]1[CH2:18][CH2:17][C:16]2[C:15]3[C:10](=[CH:11][CH:12]=[C:13]([Cl:19])[CH:14]=3)[NH:9][C:8]=2[CH2:7]1)[CH3:5].[OH-].[Na+].[NH4+].[Cl-]. Product: [C:23]1([S:20]([C:4]([CH:6]2[CH2:18][CH2:17][C:16]3[C:15]4[C:10](=[CH:11][CH:12]=[C:13]([Cl:19])[CH:14]=4)[NH:9][C:8]=3[CH2:7]2)([CH3:5])[C:3]([OH:29])=[O:2])(=[O:22])=[O:21])[CH:24]=[CH:25][CH:26]=[CH:27][CH:28]=1. The catalyst class is: 36. (3) Reactant: [C:1]([O:5][C:6]([NH:8][C@H:9]1[CH2:13][N:12]([CH2:14][C:15]2[C:24]3[C:19](=[CH:20][CH:21]=[CH:22][CH:23]=3)[CH:18]=[CH:17][CH:16]=2)[CH2:11][C@H:10]1[C:25](O)=[O:26])=[O:7])([CH3:4])([CH3:3])[CH3:2].[NH2:28][C@:29]1([C:34]([NH:36][S:37]([C:40]2[CH:45]=[CH:44][CH:43]=[C:42]([O:46][CH2:47][C:48]3[CH:53]=[CH:52][CH:51]=[CH:50][CH:49]=3)[CH:41]=2)(=[O:39])=[O:38])=[O:35])[CH2:31][C@H:30]1[CH:32]=[CH2:33].CCN(C(C)C)C(C)C.CN(C(ON1N=NC2C=CC=CC1=2)=[N+](C)C)C.[B-](F)(F)(F)F. Product: [C:1]([O:5][C:6](=[O:7])[NH:8][C@H:9]1[C@H:10]([C:25](=[O:26])[NH:28][C@:29]2([C:34]([NH:36][S:37]([C:40]3[CH:45]=[CH:44][CH:43]=[C:42]([O:46][CH2:47][C:48]4[CH:53]=[CH:52][CH:51]=[CH:50][CH:49]=4)[CH:41]=3)(=[O:39])=[O:38])=[O:35])[CH2:31][C@H:30]2[CH:32]=[CH2:33])[CH2:11][N:12]([CH2:14][C:15]2[C:24]3[C:19](=[CH:20][CH:21]=[CH:22][CH:23]=3)[CH:18]=[CH:17][CH:16]=2)[CH2:13]1)([CH3:4])([CH3:2])[CH3:3]. The catalyst class is: 861. (4) Reactant: [CH3:1][N:2]1[CH:6]=[C:5]([N+:7]([O-:9])=[O:8])[C:4]([C:10]([OH:12])=O)=[N:3]1.C1N=C[N:15](C(N2C=NC=C2)=O)[CH:14]=1.CN. Product: [CH3:14][NH:15][C:10]([C:4]1[C:5]([N+:7]([O-:9])=[O:8])=[CH:6][N:2]([CH3:1])[N:3]=1)=[O:12]. The catalyst class is: 1. (5) Reactant: [CH3:1][C:2]1[S:3][C:4]2[CH:10]([C:11]([O:13]C)=[O:12])[CH2:9][CH2:8][CH2:7][C:5]=2[N:6]=1.O[Li].O. Product: [CH3:1][C:2]1[S:3][C:4]2[CH:10]([C:11]([OH:13])=[O:12])[CH2:9][CH2:8][CH2:7][C:5]=2[N:6]=1. The catalyst class is: 87.